From a dataset of NCI-60 drug combinations with 297,098 pairs across 59 cell lines. Regression. Given two drug SMILES strings and cell line genomic features, predict the synergy score measuring deviation from expected non-interaction effect. Drug 1: CN(C)N=NC1=C(NC=N1)C(=O)N. Drug 2: CN1C2=C(C=C(C=C2)N(CCCl)CCCl)N=C1CCCC(=O)O.Cl. Cell line: OVCAR-4. Synergy scores: CSS=-3.46, Synergy_ZIP=1.31, Synergy_Bliss=-4.36, Synergy_Loewe=-7.55, Synergy_HSA=-7.29.